The task is: Binary Classification. Given a drug SMILES string, predict its activity (active/inactive) in a high-throughput screening assay against a specified biological target.. This data is from Choline transporter screen with 302,306 compounds. The compound is Brc1c(C(=O)NCCC(=O)n2nc(cc2C)C)cccc1. The result is 0 (inactive).